From a dataset of Forward reaction prediction with 1.9M reactions from USPTO patents (1976-2016). Predict the product of the given reaction. (1) The product is: [CH2:1]([N:8]1[CH2:13][CH2:12][O:11][CH:10]([C:14]([C:24]2[CH:29]=[CH:28][CH:27]=[CH:26][CH:25]=2)([OH:23])[CH2:15][C:16]2[CH:21]=[CH:20][CH:19]=[CH:18][C:17]=2[C:30]2[CH:35]=[CH:34][CH:33]=[CH:32][CH:31]=2)[CH2:9]1)[C:2]1[CH:7]=[CH:6][CH:5]=[CH:4][CH:3]=1. Given the reactants [CH2:1]([N:8]1[CH2:13][CH2:12][O:11][CH:10]([C:14]([C:24]2[CH:29]=[CH:28][CH:27]=[CH:26][CH:25]=2)([OH:23])[CH2:15][C:16]2[CH:21]=[CH:20][CH:19]=[CH:18][C:17]=2Br)[CH2:9]1)[C:2]1[CH:7]=[CH:6][CH:5]=[CH:4][CH:3]=1.[C:30]1(B(O)O)[CH:35]=[CH:34][CH:33]=[CH:32][CH:31]=1.C([O-])([O-])=O.[K+].[K+], predict the reaction product. (2) Given the reactants [Cl:1][C:2]1[C:3]([CH3:19])=[C:4]([C:10]([O:16][CH2:17][CH3:18])=[C:11]([CH:13](Cl)[CH3:14])[CH:12]=1)[C:5]([NH:7][CH2:8][CH3:9])=[O:6].[I:20][C:21]1[C:29]2[C:24](=[N:25][CH:26]=[N:27][C:28]=2[NH2:30])[NH:23][N:22]=1.C(=O)([O-])[O-].[Cs+].[Cs+].[I-].[K+], predict the reaction product. The product is: [NH2:30][C:28]1[N:27]=[CH:26][N:25]=[C:24]2[N:23]([CH:13]([C:11]3[C:10]([O:16][CH2:17][CH3:18])=[C:4]([C:3]([CH3:19])=[C:2]([Cl:1])[CH:12]=3)[C:5]([NH:7][CH2:8][CH3:9])=[O:6])[CH3:14])[N:22]=[C:21]([I:20])[C:29]=12. (3) Given the reactants C(O[C:6]([C:8]1[C:9]([OH:26])=[C:10]2[CH:17]=[C:16]([C:18]3[CH:23]=[CH:22][C:21]([O:24][CH3:25])=[CH:20][CH:19]=3)[S:15][C:11]2=[C:12](O)[N:13]=1)=[O:7])CCC.C([O:31][C:32]([C:34]1[N:39]=C(O)C2C=C(C3C=CC(OC)=CC=3)SC=2C=1O)=[O:33])CCC, predict the reaction product. The product is: [OH:26][C:9]1[C:8]([C:6]([NH:39][CH2:34][C:32]([OH:33])=[O:31])=[O:7])=[N:13][CH:12]=[C:11]2[S:15][C:16]([C:18]3[CH:19]=[CH:20][C:21]([O:24][CH3:25])=[CH:22][CH:23]=3)=[CH:17][C:10]=12. (4) Given the reactants [CH2:1]([C:8]1[O:12][C:11]([C:13]2[CH:18]=[C:17]([F:19])[CH:16]=[CH:15][C:14]=2[F:20])=[N:10][C:9]=1[CH:21]([NH:26]S(C(C)(C)C)=O)[C:22]([CH3:25])([CH3:24])[CH3:23])[C:2]1[CH:7]=[CH:6][CH:5]=[CH:4][CH:3]=1.Cl.O1CCOCC1, predict the reaction product. The product is: [CH2:1]([C:8]1[O:12][C:11]([C:13]2[CH:18]=[C:17]([F:19])[CH:16]=[CH:15][C:14]=2[F:20])=[N:10][C:9]=1[CH:21]([NH2:26])[C:22]([CH3:24])([CH3:23])[CH3:25])[C:2]1[CH:3]=[CH:4][CH:5]=[CH:6][CH:7]=1.